Dataset: Full USPTO retrosynthesis dataset with 1.9M reactions from patents (1976-2016). Task: Predict the reactants needed to synthesize the given product. (1) Given the product [CH2:35]([O:34][C:20]1[C:19]([CH2:18][CH2:17][CH2:16][O:15][C:14]2[CH:13]=[CH:12][C:11]([CH2:37][CH2:38][C:39]([O:41][CH2:42][CH3:43])=[O:40])=[CH:10][C:9]=2[OH:8])=[CH:23][N:22]([C:24]2[CH:29]=[CH:28][C:27]([C:30]([F:31])([F:33])[F:32])=[CH:26][N:25]=2)[N:21]=1)[CH3:36], predict the reactants needed to synthesize it. The reactants are: C([O:8][C:9]1[CH:10]=[C:11]([CH2:37][CH2:38][C:39]([O:41][CH2:42][CH3:43])=[O:40])[CH:12]=[CH:13][C:14]=1[O:15][CH2:16][CH2:17][CH2:18][C:19]1[C:20]([O:34][CH2:35][CH3:36])=[N:21][N:22]([C:24]2[CH:29]=[CH:28][C:27]([C:30]([F:33])([F:32])[F:31])=[CH:26][N:25]=2)[CH:23]=1)C1C=CC=CC=1.O1CCCC1. (2) Given the product [CH2:1]([S:8][C:9]1[N:10]=[CH:11][C:12]([NH2:16])=[CH:13][C:14]=1[Br:15])[C:2]1[CH:3]=[CH:4][CH:5]=[CH:6][CH:7]=1, predict the reactants needed to synthesize it. The reactants are: [CH2:1]([S:8][C:9]1[C:14]([Br:15])=[CH:13][C:12]([N+:16]([O-])=O)=[CH:11][N:10]=1)[C:2]1[CH:7]=[CH:6][CH:5]=[CH:4][CH:3]=1.Cl. (3) Given the product [F:6][C:7]1[CH:12]=[C:11]([F:13])[CH:10]=[CH:9][C:8]=1[C@@H:14]([NH:16][C:17]1[CH:22]=[C:21]([C:23]2[CH:24]=[N:25][N:26]3[CH:31]=[CH:30][CH:29]=[N:28][C:27]=23)[N:20]=[C:19]([S:32]([CH3:33])(=[O:5])=[O:53])[N:18]=1)[CH3:15], predict the reactants needed to synthesize it. The reactants are: CN(C=[O:5])C.[F:6][C:7]1[CH:12]=[C:11]([F:13])[CH:10]=[CH:9][C:8]=1[C@@H:14]([NH:16][C:17]1[CH:22]=[C:21]([C:23]2[CH:24]=[N:25][N:26]3[CH:31]=[CH:30][CH:29]=[N:28][C:27]=23)[N:20]=[C:19]([S:32][CH3:33])[N:18]=1)[CH3:15].ClC1C=C(C=CC=1)C(OO)=O.C(OCC)(=O)C.[Cl-].[Na+].[OH2:53]. (4) Given the product [F:14][C:2]([F:13])([F:1])[S:3]([C:4]1[CH:12]=[CH:11][C:7]([C:8]([OH:10])=[O:9])=[CH:6][CH:5]=1)(=[O:17])=[O:25], predict the reactants needed to synthesize it. The reactants are: [F:1][C:2]([F:14])([F:13])[S:3][C:4]1[CH:12]=[CH:11][C:7]([C:8]([OH:10])=[O:9])=[CH:6][CH:5]=1.C(O)(=[O:17])C.[Mn]([O-])(=O)(=O)=O.[K+].[OH2:25]. (5) Given the product [CH:10]1[C:5]2[C:4](=[CH:9][CH:8]=[CH:7][CH:6]=2)[CH:3]=[CH:2][C:1]=1[S:11]([N:14]1[CH2:19][CH:18]2[CH:16]([CH:17]2[NH:20][C:21]2[N:26]=[CH:36][C:35]([C:39]([OH:38])=[O:32])=[CH:23][N:22]=2)[CH2:15]1)(=[O:13])=[O:12], predict the reactants needed to synthesize it. The reactants are: [C:1]1([S:11]([N:14]2[CH2:19][CH:18]3[CH:16]([CH:17]3[NH:20][C:21]3[N:26]=CC(C(OCC)=O)=[CH:23][N:22]=3)[CH2:15]2)(=[O:13])=[O:12])[C:10]2[C:5](=[CH:6][CH:7]=[CH:8][CH:9]=2)[CH:4]=[CH:3][CH:2]=1.[OH-:32].[Na+].Cl.[CH2:35]1[CH2:39][O:38]C[CH2:36]1. (6) Given the product [F:1][C:2]1[CH:3]=[C:4]([C:20]2[CH:25]=[CH:24][C:23]([C:26]([C@@H:28]3[CH2:32][CH2:31][CH2:30][C@H:29]3[C:33]([OH:35])=[O:34])=[O:27])=[CH:22][CH:21]=2)[CH:5]=[CH:6][C:7]=1[NH:8][C:9]1[S:10][C:11]2[CH:17]=[C:16]([O:18][CH3:19])[CH:15]=[CH:14][C:12]=2[N:13]=1, predict the reactants needed to synthesize it. The reactants are: [F:1][C:2]1[CH:3]=[C:4]([C:20]2[CH:25]=[CH:24][C:23]([C:26]([C@@H:28]3[CH2:32][CH2:31][CH2:30][C@H:29]3[C:33]([O:35]CCCC)=[O:34])=[O:27])=[CH:22][CH:21]=2)[CH:5]=[CH:6][C:7]=1[NH:8][C:9]1[S:10][C:11]2[CH:17]=[C:16]([O:18][CH3:19])[CH:15]=[CH:14][C:12]=2[N:13]=1.[OH-].[Na+]. (7) Given the product [NH2:1][C:2]1[N:10]=[CH:9][CH:8]=[CH:7][C:3]=1[C:4]([NH2:6])=[S:21], predict the reactants needed to synthesize it. The reactants are: [NH2:1][C:2]1[N:10]=[CH:9][CH:8]=[CH:7][C:3]=1[C:4]([NH2:6])=O.C[Si](C)(C)O[Si](C)(C)C.P12(SP3(SP(SP(S3)(S1)=S)(=S)S2)=S)=[S:21]. (8) Given the product [CH2:31]([NH:30][C:28]([C:24]1[S:23][C:22]([N:19]2[CH:10]=[C:9]([C:11]3[CH:16]=[CH:15][C:14]([O:17][CH3:18])=[CH:13][CH:12]=3)[N:21]=[N:20]2)=[N:26][C:25]=1[CH3:27])=[O:29])[C:32]1[CH:33]=[CH:34][CH:35]=[CH:36][CH:37]=1, predict the reactants needed to synthesize it. The reactants are: C1(C#C)C=CC=CC=1.[C:9]([C:11]1[CH:16]=[CH:15][C:14]([O:17][CH3:18])=[CH:13][CH:12]=1)#[CH:10].[N:19]([C:22]1[S:23][C:24]([C:28]([NH:30][CH2:31][C:32]2[CH:37]=[CH:36][CH:35]=[CH:34][CH:33]=2)=[O:29])=[C:25]([CH3:27])[N:26]=1)=[N+:20]=[N-:21].